From a dataset of Catalyst prediction with 721,799 reactions and 888 catalyst types from USPTO. Predict which catalyst facilitates the given reaction. (1) Reactant: [CH3:1][C:2]1[C:10]([O:11][C@@H:12]2[CH2:17][CH2:16][CH2:15][C@H:14]([N:18]([C:25]3[CH:30]=[CH:29][CH:28]=[CH:27][CH:26]=3)[C:19]3[CH:24]=[CH:23][CH:22]=[CH:21][CH:20]=3)[CH2:13]2)=[CH:9][CH:8]=[C:7]2[C:3]=1[CH:4]=[N:5][N:6]2C1CCCCO1.COC1C(O[C@@H]2CCC[C@H](NC(=O)CC)C2)=CC=C2C=1C=NN2.Cl.O1CCOCC1. Product: [CH3:1][C:2]1[C:10]([O:11][C@@H:12]2[CH2:17][CH2:16][CH2:15][C@H:14]([N:18]([C:19]3[CH:24]=[CH:23][CH:22]=[CH:21][CH:20]=3)[C:25]3[CH:26]=[CH:27][CH:28]=[CH:29][CH:30]=3)[CH2:13]2)=[CH:9][CH:8]=[C:7]2[C:3]=1[CH:4]=[N:5][NH:6]2. The catalyst class is: 32. (2) Reactant: [NH2:1][C@@H:2]1[CH2:6][CH2:5][N:4]([C:7]([NH:9][CH:10]2[CH:17]3[CH2:18][CH:13]4[CH2:14][CH:15]([CH2:19][CH:11]2[CH2:12]4)[CH2:16]3)=[O:8])[CH2:3]1.CCN(C(C)C)C(C)C.Cl[C:30]([O:32][CH3:33])=[O:31].Cl. Product: [CH:17]12[CH2:16][CH:15]3[CH2:14][CH:13]([CH2:12][CH:11]([CH2:19]3)[CH:10]1[NH:9][C:7]([N:4]1[CH2:5][CH2:6][C@@H:2]([NH:1][C:30](=[O:31])[O:32][CH3:33])[CH2:3]1)=[O:8])[CH2:18]2. The catalyst class is: 2. (3) Reactant: C(C(CCCC)C([O-])=O)C.[Na+].[CH2:12]([O:19][N:20]1[C@H:25]2[CH2:26][N:22]([C@H:23]([C:27]([O:29]CC=C)=[O:28])[CH2:24]2)[C:21]1=[O:33])[C:13]1[CH:18]=[CH:17][CH:16]=[CH:15][CH:14]=1.CC(C)=O. Product: [CH2:12]([O:19][N:20]1[C@H:25]2[CH2:26][N:22]([C@H:23]([C:27]([OH:29])=[O:28])[CH2:24]2)[C:21]1=[O:33])[C:13]1[CH:14]=[CH:15][CH:16]=[CH:17][CH:18]=1. The catalyst class is: 7.